From a dataset of Plasma protein binding rate (PPBR) regression data from AstraZeneca. Regression/Classification. Given a drug SMILES string, predict its absorption, distribution, metabolism, or excretion properties. Task type varies by dataset: regression for continuous measurements (e.g., permeability, clearance, half-life) or binary classification for categorical outcomes (e.g., BBB penetration, CYP inhibition). For this dataset (ppbr_az), we predict Y. (1) The compound is O=C(N[C@@H]1COc2cccc(-c3ccc(CO)nc3)c2C1)c1ccc(OCCOCC(F)(F)F)nc1. The Y is 95.9 %. (2) The Y is 99.4 %. The drug is Cc1ccc(NC(=O)Nc2nnc(-c3ccncc3)s2)cc1. (3) The compound is C[C@H](c1nc2ncccc2c(=O)n1-c1ccc(Cl)cc1)N(CC1CCS(=O)(=O)CC1)C(=O)Cc1ccc(C(F)(F)F)c(F)c1. The Y is 89.0 %. (4) The drug is C[C@H](CO)Nc1nc(SCc2cccc(F)c2F)nc2nc(N)cnc12. The Y is 95.5 %. (5) The drug is O=C(CSc1nccn(-c2ccc(F)c(F)c2)c1=O)NC1CCCC1. The Y is 72.0 %. (6) The Y is 24.0 %. The compound is CN1CCN(CC(=O)N2c3ccccc3C(=O)Nc3cccnc32)CC1. (7) The drug is O=c1[nH]c2c(O)ccc([C@@H](O)CN[C@H]3CCC[C@@H]3OCc3ccccc3)c2s1. The Y is 93.1 %.